This data is from NCI-60 drug combinations with 297,098 pairs across 59 cell lines. The task is: Regression. Given two drug SMILES strings and cell line genomic features, predict the synergy score measuring deviation from expected non-interaction effect. (1) Drug 1: CCC1(CC2CC(C3=C(CCN(C2)C1)C4=CC=CC=C4N3)(C5=C(C=C6C(=C5)C78CCN9C7C(C=CC9)(C(C(C8N6C=O)(C(=O)OC)O)OC(=O)C)CC)OC)C(=O)OC)O.OS(=O)(=O)O. Drug 2: CN(CCCl)CCCl.Cl. Cell line: SF-295. Synergy scores: CSS=5.14, Synergy_ZIP=3.82, Synergy_Bliss=12.6, Synergy_Loewe=1.89, Synergy_HSA=2.90. (2) Cell line: MDA-MB-435. Drug 2: C1=CC=C(C(=C1)C(C2=CC=C(C=C2)Cl)C(Cl)Cl)Cl. Synergy scores: CSS=11.8, Synergy_ZIP=0.470, Synergy_Bliss=2.99, Synergy_Loewe=-12.5, Synergy_HSA=0.261. Drug 1: CCCCCOC(=O)NC1=NC(=O)N(C=C1F)C2C(C(C(O2)C)O)O. (3) Drug 1: CNC(=O)C1=CC=CC=C1SC2=CC3=C(C=C2)C(=NN3)C=CC4=CC=CC=N4. Drug 2: CC12CCC(CC1=CCC3C2CCC4(C3CC=C4C5=CN=CC=C5)C)O. Cell line: U251. Synergy scores: CSS=21.2, Synergy_ZIP=-6.12, Synergy_Bliss=-0.253, Synergy_Loewe=-0.351, Synergy_HSA=2.33. (4) Drug 1: C1=C(C(=O)NC(=O)N1)N(CCCl)CCCl. Drug 2: C1C(C(OC1N2C=NC3=C2NC=NCC3O)CO)O. Cell line: NCI-H522. Synergy scores: CSS=25.2, Synergy_ZIP=-8.55, Synergy_Bliss=-4.20, Synergy_Loewe=-3.64, Synergy_HSA=-2.28. (5) Drug 1: C1=C(C(=O)NC(=O)N1)N(CCCl)CCCl. Drug 2: C1CNP(=O)(OC1)N(CCCl)CCCl. Cell line: KM12. Synergy scores: CSS=9.00, Synergy_ZIP=3.70, Synergy_Bliss=8.23, Synergy_Loewe=-2.21, Synergy_HSA=1.15.